This data is from Full USPTO retrosynthesis dataset with 1.9M reactions from patents (1976-2016). The task is: Predict the reactants needed to synthesize the given product. Given the product [F:27][C:2]([F:1])([F:26])[C:3]1[CH:4]=[CH:5][C:6]([O:9][C:10]2[CH:11]=[CH:12][C:13]([O:16][C:17]([N:19]3[CH2:20][CH2:21][CH:22]([O:25][C:42]4[CH:41]=[CH:40][C:39]([N:36]5[CH2:35][CH2:34][N:33]([CH:28]6[CH2:32][CH2:31][CH2:30][CH2:29]6)[CH2:38][CH2:37]5)=[CH:44][CH:43]=4)[CH2:23][CH2:24]3)=[O:18])=[CH:14][CH:15]=2)=[N:7][CH:8]=1, predict the reactants needed to synthesize it. The reactants are: [F:1][C:2]([F:27])([F:26])[C:3]1[CH:4]=[CH:5][C:6]([O:9][C:10]2[CH:15]=[CH:14][C:13]([O:16][C:17]([N:19]3[CH2:24][CH2:23][CH:22]([OH:25])[CH2:21][CH2:20]3)=[O:18])=[CH:12][CH:11]=2)=[N:7][CH:8]=1.[CH:28]1([N:33]2[CH2:38][CH2:37][N:36]([C:39]3[CH:44]=[CH:43][C:42](O)=[CH:41][CH:40]=3)[CH2:35][CH2:34]2)[CH2:32][CH2:31][CH2:30][CH2:29]1.